This data is from Reaction yield outcomes from USPTO patents with 853,638 reactions. The task is: Predict the reaction yield, written as a fraction of the theoretical maximum amount of product (1.0 means a 100% yield; for example, 0.34 means a 34% yield). The reactants are Cl[C:2]1[CH:7]=[CH:6][C:5]([N+:8]([O-:10])=[O:9])=[CH:4][CH:3]=1.[CH2:11]([O:14][CH2:15][CH2:16][O:17][CH2:18][CH2:19][NH2:20])[C:12]#[CH:13]. No catalyst specified. The product is [N+:8]([C:5]1[CH:6]=[CH:7][C:2]([NH:20][CH2:19][CH2:18][O:17][CH2:16][CH2:15][O:14][CH2:11][C:12]#[CH:13])=[CH:3][CH:4]=1)([O-:10])=[O:9]. The yield is 0.160.